This data is from Forward reaction prediction with 1.9M reactions from USPTO patents (1976-2016). The task is: Predict the product of the given reaction. (1) Given the reactants [N:1]1([CH2:5][CH2:6][N:7]2[CH:11]=[C:10](C3C=NC=C(C(F)(F)F)C=3)[N:9]=[C:8]2[CH:22]2[CH2:27][CH2:26][N:25]([C:28]3[N:33]=[CH:32][N:31]=[C:30]([NH2:34])[C:29]=3[CH2:35][CH3:36])[CH2:24][CH2:23]2)[CH2:4][CH2:3][CH2:2]1.N1(CCN2C=C([C:48]3[CH:53]=[CH:52][N:51]=[C:50]([CH3:54])[CH:49]=3)N=C2C2CCNCC2)CCC1, predict the reaction product. The product is: [N:1]1([CH2:5][CH2:6][N:7]2[CH:11]=[C:10]([C:48]3[CH:53]=[CH:52][N:51]=[C:50]([CH3:54])[CH:49]=3)[N:9]=[C:8]2[CH:22]2[CH2:23][CH2:24][N:25]([C:28]3[N:33]=[CH:32][N:31]=[C:30]([NH2:34])[C:29]=3[CH2:35][CH3:36])[CH2:26][CH2:27]2)[CH2:2][CH2:3][CH2:4]1. (2) Given the reactants [C:1]([N:9]1[C:17]2[CH:16]=[CH:15][CH:14]=[C:13]3[CH2:18][CH2:19][N:20]([C:22]([O:24][C:25]([CH3:28])([CH3:27])[CH3:26])=[O:23])[CH2:21][CH:11]([C:12]=23)[CH2:10]1)(=[O:8])[C:2]1[CH:7]=[CH:6][CH:5]=[CH:4][CH:3]=1.[Cl:29]N1C(=O)CCC1=O.C(=O)(O)[O-].[Na+], predict the reaction product. The product is: [C:1]([N:9]1[C:17]2[CH:16]=[CH:15][C:14]([Cl:29])=[C:13]3[CH2:18][CH2:19][N:20]([C:22]([O:24][C:25]([CH3:28])([CH3:27])[CH3:26])=[O:23])[CH2:21][CH:11]([C:12]=23)[CH2:10]1)(=[O:8])[C:2]1[CH:7]=[CH:6][CH:5]=[CH:4][CH:3]=1. (3) The product is: [N+:24]([C:20]1[C:18]2[N:19]=[C:15]([NH:14][CH:11]3[CH2:12][CH2:13][NH:8][CH2:9][CH2:10]3)[O:16][C:17]=2[CH:23]=[CH:22][CH:21]=1)([O-:26])=[O:25]. Given the reactants C(OC([N:8]1[CH2:13][CH2:12][CH:11]([NH:14][C:15]2[O:16][C:17]3[CH:23]=[CH:22][CH:21]=[C:20]([N+:24]([O-:26])=[O:25])[C:18]=3[N:19]=2)[CH2:10][CH2:9]1)=O)(C)(C)C.FC(F)(F)C(O)=O, predict the reaction product.